Dataset: Catalyst prediction with 721,799 reactions and 888 catalyst types from USPTO. Task: Predict which catalyst facilitates the given reaction. (1) Reactant: [Br:1][C:2]1[CH:8]=[C:7]([F:9])[C:6]([F:10])=[CH:5][C:3]=1[NH2:4].[C:11](O[C:11]([O:13][C:14]([CH3:17])([CH3:16])[CH3:15])=[O:12])([O:13][C:14]([CH3:17])([CH3:16])[CH3:15])=[O:12]. Product: [Br:1][C:2]1[CH:8]=[C:7]([F:9])[C:6]([F:10])=[CH:5][C:3]=1[NH:4][C:11](=[O:12])[O:13][C:14]([CH3:17])([CH3:16])[CH3:15]. The catalyst class is: 453. (2) Reactant: [CH3:1][O:2][C:3]1[CH:4]=[C:5]2[C:10](=[CH:11][C:12]=1[O:13][CH3:14])[N:9]=[CH:8][CH:7]=[C:6]2[O:15][C:16]1[CH:22]=[CH:21][C:19]([NH2:20])=[CH:18][CH:17]=1.C(N(CC)CC)C.Cl[C:31](Cl)([O:33]C(=O)OC(Cl)(Cl)Cl)Cl.[CH3:42][O:43][C:44]1[CH:49]=[CH:48][CH:47]=[CH:46][C:45]=1[C@H:50]([NH2:52])[CH3:51]. Product: [CH3:1][O:2][C:3]1[CH:4]=[C:5]2[C:10](=[CH:11][C:12]=1[O:13][CH3:14])[N:9]=[CH:8][CH:7]=[C:6]2[O:15][C:16]1[CH:22]=[CH:21][C:19]([NH:20][C:31]([NH:52][C@@H:50]([C:45]2[CH:46]=[CH:47][CH:48]=[CH:49][C:44]=2[O:43][CH3:42])[CH3:51])=[O:33])=[CH:18][CH:17]=1. The catalyst class is: 22. (3) Reactant: [CH2:1]([NH2:3])[CH3:2].[Cl:4][C:5]1[CH:10]=[CH:9][C:8]([CH2:11]Cl)=[CH:7][N:6]=1.O. Product: [Cl:4][C:5]1[N:6]=[CH:7][C:8]([CH2:11][NH:3][CH:1]=[CH2:2])=[CH:9][CH:10]=1. The catalyst class is: 10. (4) Reactant: [C:1]1([CH:7]2[O:11]C(=O)[NH:9][CH:8]2[CH2:13][C:14]2[CH:19]=[CH:18][C:17]([C:20]([F:23])([F:22])[F:21])=[CH:16][CH:15]=2)[CH:6]=[CH:5][CH:4]=[CH:3][CH:2]=1.[OH-].[Na+]. Product: [NH2:9][CH:8]([CH2:13][C:14]1[CH:15]=[CH:16][C:17]([C:20]([F:21])([F:22])[F:23])=[CH:18][CH:19]=1)[CH:7]([C:1]1[CH:2]=[CH:3][CH:4]=[CH:5][CH:6]=1)[OH:11]. The catalyst class is: 8. (5) Reactant: Cl.[NH2:2][CH2:3][C:4]([C:6]1[CH:11]=[CH:10][CH:9]=[C:8]([Br:12])[CH:7]=1)=[O:5].[C:13]([C:16]([CH2:23][Br:24])([O:20][CH2:21][CH3:22])[O:17][CH2:18][CH3:19])(O)=[O:14].CN1CCOCC1.C1CN([P+](ON2N=NC3C=CC=CC2=3)(N2CCCC2)N2CCCC2)CC1.F[P-](F)(F)(F)(F)F. Product: [Br:24][CH2:23][C:16]([O:17][CH2:18][CH3:19])([O:20][CH2:21][CH3:22])[C:13]([NH:2][CH2:3][C:4]([C:6]1[CH:11]=[CH:10][CH:9]=[C:8]([Br:12])[CH:7]=1)=[O:5])=[O:14]. The catalyst class is: 1. (6) Reactant: [O:1]=[C:2]1[CH2:10][CH2:9][CH2:8][C:7]2[NH:6][CH:5]=[C:4]([CH2:11][CH2:12][C:13]([OH:15])=O)[C:3]1=2.ON1C2C=CC=CC=2N=N1.C(N(CC)C(C)C)(C)C.[N:35]1([C:41]([O:43][C:44]([CH3:47])([CH3:46])[CH3:45])=[O:42])[CH2:40][CH2:39][NH:38][CH2:37][CH2:36]1. Product: [C:44]([O:43][C:41]([N:35]1[CH2:40][CH2:39][N:38]([C:13](=[O:15])[CH2:12][CH2:11][C:4]2[C:3]3[C:2](=[O:1])[CH2:10][CH2:9][CH2:8][C:7]=3[NH:6][CH:5]=2)[CH2:37][CH2:36]1)=[O:42])([CH3:47])([CH3:45])[CH3:46]. The catalyst class is: 4. (7) Reactant: [F:1][C:2]1[CH:3]=[C:4]([OH:9])[CH:5]=[CH:6][C:7]=1[F:8].C(=O)([O-])[O-].[K+].[K+].I[CH:17]([CH3:19])[CH3:18]. Product: [F:8][C:7]1[CH:6]=[CH:5][C:4]([O:9][CH:17]([CH3:19])[CH3:18])=[CH:3][C:2]=1[F:1]. The catalyst class is: 21. (8) Product: [Cl:19][C:20]1[CH:27]=[CH:26][C:25]([C:28]([F:29])([F:30])[F:31])=[CH:24][C:21]=1/[CH:22]=[C:8]1/[C:9](=[O:12])[C:10]2[C:6]([CH2:7]/1)=[CH:5][C:4]([N:13]1[CH2:14][CH2:15][O:16][CH2:17][CH2:18]1)=[C:3]([O:2][CH3:1])[CH:11]=2. The catalyst class is: 133. Reactant: [CH3:1][O:2][C:3]1[CH:11]=[C:10]2[C:6]([CH2:7][CH2:8][C:9]2=[O:12])=[CH:5][C:4]=1[N:13]1[CH2:18][CH2:17][O:16][CH2:15][CH2:14]1.[Cl:19][C:20]1[CH:27]=[CH:26][C:25]([C:28]([F:31])([F:30])[F:29])=[CH:24][C:21]=1[CH:22]=O.CC1C=CC(S(O)(=O)=O)=CC=1. (9) Reactant: C(Cl)CCl.[C:5]([O:9][C:10]([N:12]1[CH2:17][CH2:16][CH2:15][C@H:14]([O:18][C:19]2[CH:24]=[C:23]([F:25])[CH:22]=[CH:21][C:20]=2[NH:26][C:27]2[C:28]3[C:35]([CH3:36])=[C:34]([C:37]([OH:39])=[O:38])[S:33][C:29]=3[N:30]=[CH:31][N:32]=2)[CH2:13]1)=[O:11])([CH3:8])([CH3:7])[CH3:6].O[N:41]1[C:45](=[O:46])[CH2:44][CH2:43][C:42]1=[O:47]. Product: [O:47]=[C:42]1[CH2:43][CH2:44][C:45](=[O:46])[N:41]1[O:38][C:37]([C:34]1[S:33][C:29]2[N:30]=[CH:31][N:32]=[C:27]([NH:26][C:20]3[CH:21]=[CH:22][C:23]([F:25])=[CH:24][C:19]=3[O:18][C@H:14]3[CH2:15][CH2:16][CH2:17][N:12]([C:10]([O:9][C:5]([CH3:8])([CH3:6])[CH3:7])=[O:11])[CH2:13]3)[C:28]=2[C:35]=1[CH3:36])=[O:39]. The catalyst class is: 3.